Dataset: Peptide-MHC class I binding affinity with 185,985 pairs from IEDB/IMGT. Task: Regression. Given a peptide amino acid sequence and an MHC pseudo amino acid sequence, predict their binding affinity value. This is MHC class I binding data. (1) The peptide sequence is ALAGNHWHV. The MHC is HLA-B27:05 with pseudo-sequence HLA-B27:05. The binding affinity (normalized) is 0.0847. (2) The peptide sequence is WMACHSAAF. The MHC is HLA-B15:09 with pseudo-sequence HLA-B15:09. The binding affinity (normalized) is 0.409. (3) The peptide sequence is RRRIGEIFK. The MHC is HLA-A01:01 with pseudo-sequence HLA-A01:01. The binding affinity (normalized) is 0.0847. (4) The peptide sequence is KELYPLTSL. The MHC is HLA-A26:01 with pseudo-sequence HLA-A26:01. The binding affinity (normalized) is 0. (5) The peptide sequence is YTCKYPNL. The MHC is H-2-Kb with pseudo-sequence H-2-Kb. The binding affinity (normalized) is 0.596. (6) The peptide sequence is KVSPPSLGK. The MHC is HLA-A30:01 with pseudo-sequence HLA-A30:01. The binding affinity (normalized) is 0.989. (7) The peptide sequence is VYSFDESSF. The MHC is HLA-A24:03 with pseudo-sequence HLA-A24:03. The binding affinity (normalized) is 0.481.